The task is: Predict the reaction yield, written as a fraction of the theoretical maximum amount of product (1.0 means a 100% yield; for example, 0.34 means a 34% yield).. This data is from Reaction yield outcomes from USPTO patents with 853,638 reactions. (1) The reactants are [Br:1][C:2]1[C:3](=[O:21])[N:4]([CH2:9][C:10]2[CH:20]=[CH:19][C:13]3[O:14][C:15]([F:18])([F:17])[O:16][C:12]=3[CH:11]=2)[C:5](=[O:8])[NH:6][N:7]=1.[C:22]([NH:25][C:26]1[CH:27]=[C:28](B(O)O)[CH:29]=[CH:30][CH:31]=1)(=[O:24])[CH3:23].N1C=CC=CC=1.C([O-])(O)=O.[Na+]. The catalyst is C([O-])(=O)C.[Cu+2].C([O-])(=O)C.CN(C=O)C. The product is [Br:1][C:2]1[C:3](=[O:21])[N:4]([CH2:9][C:10]2[CH:20]=[CH:19][C:13]3[O:14][C:15]([F:17])([F:18])[O:16][C:12]=3[CH:11]=2)[C:5](=[O:8])[N:6]([C:30]2[CH:31]=[C:26]([NH:25][C:22](=[O:24])[CH3:23])[CH:27]=[CH:28][CH:29]=2)[N:7]=1. The yield is 0.610. (2) The reactants are [F:1][C:2]([F:44])([F:43])[C:3]1[CH:4]=[C:5]([CH:13]([N:15]([CH3:42])[C:16]([N:18]2[CH2:25][CH:24]3[CH2:26][CH:20]([CH2:21][N:22](CC4C=CC=CC=4)[CH2:23]3)[CH:19]2[C:34]2[CH:39]=[CH:38][C:37]([F:40])=[CH:36][C:35]=2[CH3:41])=[O:17])[CH3:14])[CH:6]=[C:7]([C:9]([F:12])([F:11])[F:10])[CH:8]=1.C([O-])=O.[NH4+]. The catalyst is CO.[Pd]. The product is [F:44][C:2]([F:1])([F:43])[C:3]1[CH:4]=[C:5]([CH:13]([N:15]([CH3:42])[C:16]([N:18]2[CH2:25][CH:24]3[CH2:26][CH:20]([CH2:21][NH:22][CH2:23]3)[CH:19]2[C:34]2[CH:39]=[CH:38][C:37]([F:40])=[CH:36][C:35]=2[CH3:41])=[O:17])[CH3:14])[CH:6]=[C:7]([C:9]([F:12])([F:10])[F:11])[CH:8]=1. The yield is 1.00. (3) The reactants are [S:1]1[C:5]2[CH2:6][CH2:7][CH2:8][C:4]=2[N:3]=[C:2]1[C:9](=[O:16])[CH2:10][C:11]([O:13][CH2:14][CH3:15])=[O:12].CO[CH:19](OC)[N:20]([CH3:22])[CH3:21]. The catalyst is C(O)C. The product is [S:1]1[C:5]2[CH2:6][CH2:7][CH2:8][C:4]=2[N:3]=[C:2]1[C:9](/[C:10](=[CH:19]/[N:20]([CH3:22])[CH3:21])/[C:11]([O:13][CH2:14][CH3:15])=[O:12])=[O:16]. The yield is 0.510. (4) The reactants are C(OC([N:8]1[CH2:11][CH:10]([C:12]2[C:21]([C:22]3[CH:27]=[CH:26][CH:25]=[CH:24][CH:23]=3)=[CH:20][C:19]3[C:14](=[CH:15][CH:16]=[CH:17][CH:18]=3)[N:13]=2)[CH2:9]1)=O)(C)(C)C.[ClH:28].CO. No catalyst specified. The yield is 1.00. The product is [ClH:28].[NH:8]1[CH2:9][CH:10]([C:12]2[C:21]([C:22]3[CH:27]=[CH:26][CH:25]=[CH:24][CH:23]=3)=[CH:20][C:19]3[C:14](=[CH:15][CH:16]=[CH:17][CH:18]=3)[N:13]=2)[CH2:11]1. (5) The reactants are [NH2:1][C:2]1[CH:3]=[CH:4][CH:5]=[C:6]2[C:11]=1[CH:10]=[C:9]([OH:12])[CH:8]=[CH:7]2.[C:13]([O:17][C:18](O[C:18]([O:17][C:13]([CH3:16])([CH3:15])[CH3:14])=[O:19])=[O:19])([CH3:16])([CH3:15])[CH3:14]. The catalyst is O1CCCC1. The product is [C:13]([O:17][C:18](=[O:19])[NH:1][C:2]1[C:11]2[C:6](=[CH:7][CH:8]=[C:9]([OH:12])[CH:10]=2)[CH:5]=[CH:4][CH:3]=1)([CH3:16])([CH3:15])[CH3:14]. The yield is 0.790.